Task: Predict which catalyst facilitates the given reaction.. Dataset: Catalyst prediction with 721,799 reactions and 888 catalyst types from USPTO (1) Reactant: [OH:1]O.[OH-].[Na+].[CH3:5][O:6][C:7]1[C:8]([O:28][CH3:29])=[CH:9][C:10]2[N:16]([CH3:17])[C:15](=[O:18])[CH2:14][N:13]=[C:12]([C:19]3[CH:20]=[C:21]([CH:24]=[CH:25][CH:26]=3)[C:22]#[N:23])[C:11]=2[CH:27]=1. Product: [CH3:5][O:6][C:7]1[C:8]([O:28][CH3:29])=[CH:9][C:10]2[N:16]([CH3:17])[C:15](=[O:18])[CH2:14][N:13]=[C:12]([C:19]3[CH:20]=[C:21]([CH:24]=[CH:25][CH:26]=3)[C:22]([NH2:23])=[O:1])[C:11]=2[CH:27]=1. The catalyst class is: 97. (2) Reactant: [NH2:1][C:2]1[N:3]([CH3:29])[C:4](=[O:28])[C:5]2([N:27]=1)[C:18]1[CH:17]=[C:16]([C:19]3[C:20]([F:25])=[N:21][CH:22]=[CH:23][CH:24]=3)[CH:15]=[CH:14][C:13]=1[O:12][C:11]1[C:6]2=[CH:7][C:8]([OH:26])=[CH:9][CH:10]=1.[F:30][C:31]([F:50])([F:49])[S:32](N(C1C=CC=CC=1)[S:32]([C:31]([F:50])([F:49])[F:30])(=[O:34])=[O:33])(=[O:34])=[O:33]. Product: [F:30][C:31]([F:50])([F:49])[S:32]([O:26][C:8]1[CH:7]=[C:6]2[C:11]([O:12][C:13]3[CH:14]=[CH:15][C:16]([C:19]4[C:20]([F:25])=[N:21][CH:22]=[CH:23][CH:24]=4)=[CH:17][C:18]=3[C:5]32[C:4](=[O:28])[N:3]([CH3:29])[C:2]([NH2:1])=[N:27]3)=[CH:10][CH:9]=1)(=[O:34])=[O:33]. The catalyst class is: 2. (3) Reactant: Cl.[CH3:2][O:3][C:4](=[O:14])[C@H:5]([CH2:7][C:8]1[CH:13]=[CH:12][CH:11]=[CH:10][CH:9]=1)[NH2:6].[C:15](=N)([C:22]1[CH:27]=[CH:26][CH:25]=[CH:24][CH:23]=1)[C:16]1[CH:21]=[CH:20][CH:19]=[CH:18][CH:17]=1. Product: [CH3:2][O:3][C:4](=[O:14])[C@H:5]([CH2:7][C:8]1[CH:13]=[CH:12][CH:11]=[CH:10][CH:9]=1)[N:6]=[C:15]([C:16]1[CH:21]=[CH:20][CH:19]=[CH:18][CH:17]=1)[C:22]1[CH:27]=[CH:26][CH:25]=[CH:24][CH:23]=1. The catalyst class is: 2. (4) Reactant: Br[CH2:2][CH2:3][CH2:4][CH2:5][CH2:6][CH2:7][CH2:8][CH2:9][O:10][C:11]1[CH:16]=[CH:15][C:14]([CH3:17])=[CH:13][CH:12]=1.[N-:18]=[N+:19]=[N-:20].[Na+].C(OCCCCCCCCCCN)CCC. Product: [N:18]([CH2:2][CH2:3][CH2:4][CH2:5][CH2:6][CH2:7][CH2:8][CH2:9][O:10][C:11]1[CH:16]=[CH:15][C:14]([CH3:17])=[CH:13][CH:12]=1)=[N+:19]=[N-:20]. The catalyst class is: 3. (5) Reactant: Cl[C:2]1[C:12]2[CH:11]=[C:10]([C:13]([O:15][CH3:16])=[O:14])[CH2:9][CH2:8][NH:7][C:6]=2[N:5]=[CH:4][N:3]=1.[Cl:17][C:18]1[CH:19]=[C:20]([CH:22]=[CH:23][C:24]=1[O:25][C:26]1[CH:31]=[CH:30][CH:29]=[C:28]([S:32]([CH2:35][C:36]([F:39])([F:38])[F:37])(=[O:34])=[O:33])[CH:27]=1)[NH2:21].[Cl-].[NH+]1C=CC=CC=1. Product: [Cl:17][C:18]1[CH:19]=[C:20]([NH:21][C:2]2[C:12]3[CH:11]=[C:10]([C:13]([O:15][CH3:16])=[O:14])[CH2:9][CH2:8][NH:7][C:6]=3[N:5]=[CH:4][N:3]=2)[CH:22]=[CH:23][C:24]=1[O:25][C:26]1[CH:31]=[CH:30][CH:29]=[C:28]([S:32]([CH2:35][C:36]([F:37])([F:38])[F:39])(=[O:33])=[O:34])[CH:27]=1. The catalyst class is: 32.